Dataset: NCI-60 drug combinations with 297,098 pairs across 59 cell lines. Task: Regression. Given two drug SMILES strings and cell line genomic features, predict the synergy score measuring deviation from expected non-interaction effect. Drug 1: C1CCN(CC1)CCOC2=CC=C(C=C2)C(=O)C3=C(SC4=C3C=CC(=C4)O)C5=CC=C(C=C5)O. Drug 2: CNC(=O)C1=NC=CC(=C1)OC2=CC=C(C=C2)NC(=O)NC3=CC(=C(C=C3)Cl)C(F)(F)F. Cell line: NCI-H322M. Synergy scores: CSS=-6.89, Synergy_ZIP=-3.71, Synergy_Bliss=-12.8, Synergy_Loewe=-14.3, Synergy_HSA=-14.3.